Dataset: Experimentally validated miRNA-target interactions with 360,000+ pairs, plus equal number of negative samples. Task: Binary Classification. Given a miRNA mature sequence and a target amino acid sequence, predict their likelihood of interaction. The miRNA is hsa-miR-5196-3p with sequence UCAUCCUCGUCUCCCUCCCAG. The protein sequence of the target gene is MASLDRVKVLVLGDSGVGKSSLVHLLCHNQVLGNPSWTVGCSVDIRVHDYKEGTPEEKTYYIELWDVGGSVGSASSVKSTRAVFYNSVNGIILVHDLTNKKSSQNLYRWSLEVLNRDAVPTGVLVTNGDYDREQFADNQIPLLVIGTKLDQIHETKRHEVLIRTAFLAEDFNAEEINLDCTNPRSSAAGSSNAVKLSRFFDKVIEKRYFFREGNQIPGFSDRKRFGGGALKNFHCD. Result: 0 (no interaction).